This data is from Reaction yield outcomes from USPTO patents with 853,638 reactions. The task is: Predict the reaction yield, written as a fraction of the theoretical maximum amount of product (1.0 means a 100% yield; for example, 0.34 means a 34% yield). (1) The reactants are [F:1][C:2]1[CH:11]=[C:10]2[C:5]([C:6](=O)[CH2:7][CH:8]([C:12]3[CH:17]=[CH:16][CH:15]=[CH:14][CH:13]=3)[O:9]2)=[CH:4][C:3]=1[C:19]1[C:20]([F:25])=[N:21][CH:22]=[CH:23][CH:24]=1.C[Si]([N:30]=[C:31]=[N:32][Si](C)(C)C)(C)C. The catalyst is C(Cl)Cl.Cl[Ti](Cl)(Cl)Cl. The product is [F:1][C:2]1[CH:11]=[C:10]2[C:5]([C:6](=[N:32][C:31]#[N:30])[CH2:7][CH:8]([C:12]3[CH:17]=[CH:16][CH:15]=[CH:14][CH:13]=3)[O:9]2)=[CH:4][C:3]=1[C:19]1[C:20]([F:25])=[N:21][CH:22]=[CH:23][CH:24]=1. The yield is 1.00. (2) The reactants are [C:1]([O:4][C@H:5]1[C@H:10]([O:11][C:12](=[O:14])[CH3:13])[C@H:9]([O:15][C:16](=[O:18])[CH3:17])[C@H:8]([CH3:19])[O:7][C@@H:6]1[N:20]=[N+]=[N-])(=[O:3])[CH3:2]. The catalyst is CCOC(C)=O.[Pd]. The product is [C:1]([O:4][C@H:5]1[C@H:10]([O:11][C:12](=[O:14])[CH3:13])[C@H:9]([O:15][C:16](=[O:18])[CH3:17])[C@H:8]([CH3:19])[O:7][C@@H:6]1[NH2:20])(=[O:3])[CH3:2]. The yield is 1.00. (3) The reactants are O=[C:2]1[CH2:7][CH2:6][N:5]([C:8]2[CH:13]=[CH:12][C:11]([N:14]3[CH2:18][C@H:17]([CH2:19][OH:20])[O:16][C:15]3=[O:21])=[CH:10][C:9]=2[F:22])[CH2:4][CH2:3]1.C(OP([CH:31]([C:33]#[N:34])[CH3:32])(=O)OCC)C. No catalyst specified. The product is [C:33]([C:31](=[C:2]1[CH2:7][CH2:6][N:5]([C:8]2[CH:13]=[CH:12][C:11]([N:14]3[CH2:18][C@H:17]([CH2:19][OH:20])[O:16][C:15]3=[O:21])=[CH:10][C:9]=2[F:22])[CH2:4][CH2:3]1)[CH3:32])#[N:34]. The yield is 0.630. (4) The product is [O:19]1[CH2:20][CH2:21][CH2:22][CH:18]1[CH2:17][CH2:16][C:13]1[CH:12]=[CH:11][C:10]([CH2:9][OH:8])=[CH:15][CH:14]=1. The reactants are O1CCCC1.C([O:8][C:9](=O)[C:10]1[CH:15]=[CH:14][C:13]([CH2:16][CH2:17][CH:18]2[CH2:22][CH2:21][CH2:20][O:19]2)=[CH:12][C:11]=1CC)C.[H-].C([Al+]CC(C)C)C(C)C.C(C(C(C([O-])=O)O)O)([O-])=O.[Na+].[K+]. The yield is 0.310. The catalyst is C(OCC)(=O)C. (5) The reactants are FC(F)(F)C(O)=O.[Cl:8][C:9]1[C:10]([F:38])=[C:11]([CH:15]2[C:19]([C:22]3[CH:27]=[CH:26][C:25]([Cl:28])=[CH:24][C:23]=3[F:29])([C:20]#[N:21])[CH:18]([CH2:30][C:31]([CH3:34])([CH3:33])[CH3:32])[NH:17][CH:16]2[C:35](O)=[O:36])[CH:12]=[CH:13][CH:14]=1.[NH2:39][C:40]1[N:41]=[N:42][C:43]([Cl:46])=[CH:44][CH:45]=1.CN(C(ON1N=NC2C=CC=NC1=2)=[N+](C)C)C.F[P-](F)(F)(F)(F)F.CCN(C(C)C)C(C)C. The catalyst is C(Cl)Cl. The product is [Cl:46][C:43]1[N:42]=[N:41][C:40]([NH:39][C:35]([CH:16]2[CH:15]([C:11]3[CH:12]=[CH:13][CH:14]=[C:9]([Cl:8])[C:10]=3[F:38])[C:19]([C:22]3[CH:27]=[CH:26][C:25]([Cl:28])=[CH:24][C:23]=3[F:29])([C:20]#[N:21])[CH:18]([CH2:30][C:31]([CH3:33])([CH3:32])[CH3:34])[NH:17]2)=[O:36])=[CH:45][CH:44]=1. The yield is 0.510.